This data is from Catalyst prediction with 721,799 reactions and 888 catalyst types from USPTO. The task is: Predict which catalyst facilitates the given reaction. (1) Reactant: Cl[C:2]1[CH:7]=[C:6]([Cl:8])[N:5]=[C:4]([S:9][C:10]2[CH:15]=[CH:14][C:13]([NH:16][C:17](=O)[CH2:18][C:19]([F:22])([F:21])[F:20])=[CH:12][CH:11]=2)[N:3]=1.[S:24]1[C:28]([NH2:29])=[N:27][CH:26]=[N:25]1.CC1(C)C2C(=C(P(C3C=CC=CC=3)C3C=CC=CC=3)C=CC=2)OC2C(P(C3C=CC=CC=3)C3C=CC=CC=3)=CC=CC1=2.C(=O)([O-])[O-].[Na+].[Na+]. Product: [S:24]1[C:28]([NH:29][C:2]2[CH:7]=[C:6]([Cl:8])[N:5]=[C:4]([S:9][C:10]3[CH:15]=[CH:14][C:13]([NH:16][CH2:17][CH2:18][C:19]([F:22])([F:21])[F:20])=[CH:12][CH:11]=3)[N:3]=2)=[N:27][CH:26]=[N:25]1. The catalyst class is: 62. (2) Reactant: C[O:2][C:3]([C:5]1[C:13]2[NH:12][C:11]([C:14]3[C:15](=[O:30])[NH:16][CH:17]=[CH:18][C:19]=3[NH:20][CH2:21][C@@H:22]([OH:29])[C:23]3[CH:28]=[CH:27][CH:26]=[CH:25][CH:24]=3)=[N:10][C:9]=2[CH:8]=[CH:7][CH:6]=1)=[O:4].[Li+].[OH-].C1COCC1. The catalyst class is: 6. Product: [OH:29][C@@H:22]([C:23]1[CH:24]=[CH:25][CH:26]=[CH:27][CH:28]=1)[CH2:21][NH:20][C:19]1[CH:18]=[CH:17][NH:16][C:15](=[O:30])[C:14]=1[C:11]1[NH:12][C:13]2[C:5]([C:3]([OH:4])=[O:2])=[CH:6][CH:7]=[CH:8][C:9]=2[N:10]=1. (3) Reactant: [C:1]([NH:8][CH2:9][C:10](=[O:35])[CH2:11][CH2:12][C:13]([O:15][CH2:16][CH2:17][CH2:18][CH2:19][CH2:20][CH2:21][CH2:22][CH2:23][CH2:24][CH2:25][CH2:26][C:27]([O:29]CC(Cl)(Cl)Cl)=[O:28])=[O:14])([O:3][C:4]([CH3:7])([CH3:6])[CH3:5])=[O:2].OP([O-])(O)=O.[K+]. Product: [C:1]([NH:8][CH2:9][C:10](=[O:35])[CH2:11][CH2:12][C:13]([O:15][CH2:16][CH2:17][CH2:18][CH2:19][CH2:20][CH2:21][CH2:22][CH2:23][CH2:24][CH2:25][CH2:26][C:27]([OH:29])=[O:28])=[O:14])([O:3][C:4]([CH3:7])([CH3:6])[CH3:5])=[O:2]. The catalyst class is: 772. (4) Reactant: CC[N:3](CC)CC.[CH3:8][S:9](Cl)(=[O:11])=[O:10].N[C:14]1[CH:15]=[C:16]([CH:40]=[CH:41][CH:42]=1)[CH2:17][C:18]1[C:19](=[O:39])[O:20][C:21]2[CH:31]=[C:30]([O:32][C:33](=[O:37])[N:34]([CH3:36])[CH3:35])[C:29]([Cl:38])=[CH:28][C:22]=2[C:23]=1[CH2:24][C:25](=[O:27])[NH2:26]. Product: [C:25]([CH2:24][C:23]1[C:22]2[CH:28]=[C:29]([Cl:38])[C:30]([O:32][C:33](=[O:37])[N:34]([CH3:36])[CH3:35])=[CH:31][C:21]=2[O:20][C:19](=[O:39])[C:18]=1[CH:17]([NH2:3])[C:16]1[CH:40]=[CH:41][CH:42]=[C:14]([S:9]([CH3:8])(=[O:11])=[O:10])[CH:15]=1)(=[O:27])[NH2:26]. The catalyst class is: 2. (5) Reactant: Br[C:2]1[CH:11]=[CH:10][C:9]([N+:12]([O-:14])=[O:13])=[CH:8][C:3]=1[C:4]([O:6][CH3:7])=[O:5].[Cl:15][C:16]1[CH:17]=[CH:18][C:19]([O:25][CH3:26])=[C:20](B(O)O)[CH:21]=1. Product: [CH3:7][O:6][C:4]([C:3]1[C:2]([C:18]2[CH:17]=[C:16]([Cl:15])[CH:21]=[CH:20][C:19]=2[O:25][CH3:26])=[CH:11][CH:10]=[C:9]([N+:12]([O-:14])=[O:13])[CH:8]=1)=[O:5]. The catalyst class is: 73. (6) Reactant: [Cl:1][C:2]1[CH:3]=[C:4]([NH:16][C:17]2[C:26]3[C:21](=[CH:22][CH:23]=[CH:24][C:25]=3[O:27][CH2:28][CH2:29]O)[N:20]=[CH:19][N:18]=2)[CH:5]=[CH:6][C:7]=1[O:8][CH2:9][C:10]1[CH:15]=[CH:14][CH:13]=[CH:12][N:11]=1.S(Cl)([Cl:33])=O. Product: [Cl:33][CH2:29][CH2:28][O:27][C:25]1[CH:24]=[CH:23][CH:22]=[C:21]2[C:26]=1[C:17]([NH:16][C:4]1[CH:5]=[CH:6][C:7]([O:8][CH2:9][C:10]3[CH:15]=[CH:14][CH:13]=[CH:12][N:11]=3)=[C:2]([Cl:1])[CH:3]=1)=[N:18][CH:19]=[N:20]2. The catalyst class is: 168. (7) Reactant: [C:1]([O:5][C:6](=[O:26])[N:7]([C:9]1[CH:14]=[CH:13][N:12]2[CH:15]=[C:16]([C:18]3[CH:23]=[CH:22][C:21]([CH2:24][OH:25])=[CH:20][CH:19]=3)[N:17]=[C:11]2[N:10]=1)[CH3:8])([CH3:4])([CH3:3])[CH3:2].[C:27]([O-])([O-])=O.[K+].[K+].CI. Product: [C:1]([O:5][C:6](=[O:26])[N:7]([C:9]1[CH:14]=[CH:13][N:12]2[CH:15]=[C:16]([C:18]3[CH:19]=[CH:20][C:21]([CH2:24][O:25][CH3:27])=[CH:22][CH:23]=3)[N:17]=[C:11]2[N:10]=1)[CH3:8])([CH3:4])([CH3:2])[CH3:3]. The catalyst class is: 3.